Predict which catalyst facilitates the given reaction. From a dataset of Catalyst prediction with 721,799 reactions and 888 catalyst types from USPTO. (1) Reactant: C(OC([N:8]1[CH2:13][CH2:12][N:11]([CH2:14][CH2:15][N:16]2[CH2:21][CH2:20][N:19]([C:22]3[CH:27]=[CH:26][C:25]([N:28]4[CH2:32][C@H:31]([CH2:33][NH:34][C:35](=[O:37])[CH3:36])[O:30][C:29]4=[O:38])=[CH:24][C:23]=3[F:39])[CH2:18][CH2:17]2)[CH2:10][CH2:9]1)=O)(C)(C)C. Product: [F:39][C:23]1[CH:24]=[C:25]([N:28]2[CH2:32][C@H:31]([CH2:33][NH:34][C:35](=[O:37])[CH3:36])[O:30][C:29]2=[O:38])[CH:26]=[CH:27][C:22]=1[N:19]1[CH2:20][CH2:21][N:16]([CH2:15][CH2:14][N:11]2[CH2:12][CH2:13][NH:8][CH2:9][CH2:10]2)[CH2:17][CH2:18]1. The catalyst class is: 281. (2) Reactant: [C:1]([O:5][C:6](=[O:22])[NH:7][C@@H:8]([C:12](=[NH:21])[NH:13][CH2:14][C:15]1[CH:20]=[CH:19][CH:18]=[CH:17][CH:16]=1)[CH:9]([CH3:11])[CH3:10])([CH3:4])([CH3:3])[CH3:2].CCN(CC)CC.C([O:32][C:33](=O)[CH:34]([C:36](Cl)=[O:37])[CH3:35])C. Product: [C:1]([O:5][C:6](=[O:22])[NH:7][CH:8]([C:12]1[N:13]([CH2:14][C:15]2[CH:16]=[CH:17][CH:18]=[CH:19][CH:20]=2)[C:33](=[O:32])[C:34]([CH3:35])=[C:36]([OH:37])[N:21]=1)[CH:9]([CH3:11])[CH3:10])([CH3:3])([CH3:4])[CH3:2]. The catalyst class is: 2. (3) The catalyst class is: 39. Reactant: [C:1]([Si:5](Cl)([CH3:7])[CH3:6])([CH3:4])([CH3:3])[CH3:2].[S:9]1[CH:13]=[CH:12][C:11]([CH2:14][CH2:15][OH:16])=[CH:10]1.N1C=CN=C1. Product: [C:1]([Si:5]([CH3:7])([CH3:6])[O:16][CH2:15][CH2:14][C:11]1[CH:12]=[CH:13][S:9][CH:10]=1)([CH3:4])([CH3:3])[CH3:2]. (4) Reactant: I[C:2]1[NH:3][CH:4]=[CH:5][N:6]=1.Cl.[NH2:8][C:9]1[CH:10]=[C:11](B(O)O)[CH:12]=[CH:13][C:14]=1[CH3:15].CC([O-])=O.[K+]. Product: [NH:6]1[CH:5]=[CH:4][N:3]=[C:2]1[C:11]1[CH:12]=[CH:13][C:14]([CH3:15])=[C:9]([CH:10]=1)[NH2:8]. The catalyst class is: 70.